From a dataset of Full USPTO retrosynthesis dataset with 1.9M reactions from patents (1976-2016). Predict the reactants needed to synthesize the given product. (1) Given the product [Cl:1][C:2]1[N:7]=[C:6]([C:8]([N:18]([O:15][CH3:11])[CH3:17])=[O:10])[CH:5]=[N:4][CH:3]=1, predict the reactants needed to synthesize it. The reactants are: [Cl:1][C:2]1[N:7]=[C:6]([C:8]([OH:10])=O)[CH:5]=[N:4][CH:3]=1.[C:11](Cl)(=[O:15])C(Cl)=O.[CH3:17][N:18](C=O)C.Cl.CN(C)O. (2) Given the product [C:8]1(=[O:9])[C:7]2[C:6]([C:7]3[C:20]([CH:21]=2)=[CH:13][CH:14]=[CH:5][CH:6]=3)=[CH:5][CH:14]=[CH:13]1, predict the reactants needed to synthesize it. The reactants are: OCCO[C:5]1[CH:14]=[CH:13][C:8]([O:9]CCO)=[CH:7][CH:6]=1.C(N([CH2:20][CH3:21])CC)C. (3) Given the product [CH2:1]([N:8]1[CH:12]=[C:11]([C:13]2[CH:18]=[C:17]([F:19])[CH:16]=[CH:15][C:14]=2[F:20])[N:10]=[C:9]1[C@H:21]([NH:22][CH2:49][C@H:48]1[C@@H:44]([F:43])[CH2:45][N:46]([C:51]([O:53][CH2:54][C:55]2[CH:60]=[CH:59][CH:58]=[CH:57][CH:56]=2)=[O:52])[CH2:47]1)[CH:23]1[CH2:28][CH2:27][O:26][CH2:25][CH2:24]1)[C:2]1[CH:3]=[CH:4][CH:5]=[CH:6][CH:7]=1, predict the reactants needed to synthesize it. The reactants are: [CH2:1]([N:8]1[CH:12]=[C:11]([C:13]2[CH:18]=[C:17]([F:19])[CH:16]=[CH:15][C:14]=2[F:20])[N:10]=[C:9]1[C@@H:21]([CH:23]1[CH2:28][CH2:27][O:26][CH2:25][CH2:24]1)[NH2:22])[C:2]1[CH:7]=[CH:6][CH:5]=[CH:4][CH:3]=1.C(O[BH-](OC(=O)C)OC(=O)C)(=O)C.[Na+].[F:43][C@@H:44]1[C@H:48]([CH:49]=O)[CH2:47][N:46]([C:51]([O:53][CH2:54][C:55]2[CH:60]=[CH:59][CH:58]=[CH:57][CH:56]=2)=[O:52])[CH2:45]1. (4) Given the product [OH:24][CH:23]1[C:17]2[CH:16]=[CH:15][C:14]([N:10]3[CH2:9][C@H:8]([CH2:7][O:6][C:3]4[CH:4]=[CH:5][O:1][N:2]=4)[O:12][C:11]3=[O:13])=[CH:25][C:18]=2[CH2:19][CH2:20][CH2:21][CH2:22]1, predict the reactants needed to synthesize it. The reactants are: [O:1]1[CH:5]=[CH:4][C:3]([O:6][CH2:7][C@@H:8]2[O:12][C:11](=[O:13])[N:10]([C:14]3[CH:15]=[CH:16][C:17]4[C:23](=[O:24])[CH2:22][CH2:21][CH2:20][CH2:19][C:18]=4[CH:25]=3)[CH2:9]2)=[N:2]1.[BH4-].[Na+]. (5) Given the product [CH3:1][S:2][CH2:3][N:4]1[C:9](=[O:10])[N:8]2[CH:11]=[N:12][C:13]([C:14]([OH:15])=[O:18])=[C:7]2[N:6]=[N:5]1, predict the reactants needed to synthesize it. The reactants are: [CH3:1][S:2][CH2:3][N:4]1[C:9](=[O:10])[N:8]2[CH:11]=[N:12][C:13]([C:14](N)=[O:15])=[C:7]2[N:6]=[N:5]1.N([O-])=[O:18].[Na+]. (6) Given the product [CH2:22]([O:21][C:19]([C:18]1[N:9]([CH3:7])[N:10]=[CH:11][C:12]=1[C:13]([O:15][CH2:16][CH3:17])=[O:14])=[O:20])[CH3:23], predict the reactants needed to synthesize it. The reactants are: Cl.C(O[C:7]([N:9](C)[NH:10]/[CH:11]=[C:12](/[C:18](=O)[C:19]([O:21][CH2:22][CH3:23])=[O:20])\[C:13]([O:15][CH2:16][CH3:17])=[O:14])=O)(C)(C)C. (7) Given the product [F:1][C:2]1[CH:10]=[C:9]2[C:5]([C:6]([C:20]3[CH:21]=[CH:22][C:23]4[O:27][C:26](=[O:28])[N:25]([CH2:31][CH2:32][C:33]([NH2:35])=[O:34])[C:24]=4[CH:29]=3)=[CH:7][N:8]2[S:11]([C:14]2[CH:15]=[CH:16][CH:17]=[CH:18][CH:19]=2)(=[O:13])=[O:12])=[CH:4][CH:3]=1, predict the reactants needed to synthesize it. The reactants are: [F:1][C:2]1[CH:10]=[C:9]2[C:5]([C:6]([C:20]3[CH:21]=[CH:22][C:23]4[O:27][C:26](=[O:28])[NH:25][C:24]=4[CH:29]=3)=[CH:7][N:8]2[S:11]([C:14]2[CH:19]=[CH:18][CH:17]=[CH:16][CH:15]=2)(=[O:13])=[O:12])=[CH:4][CH:3]=1.Br[CH2:31][CH2:32][C:33]([NH2:35])=[O:34].C([O-])([O-])=O.[K+].[K+]. (8) Given the product [N:1]1[CH:6]=[CH:5][CH:4]=[CH:3][C:2]=1[CH:7]([O:9][C:10]1[CH:18]=[CH:17][C:13]([C:14]([Cl:21])=[O:15])=[CH:12][CH:11]=1)[CH3:8], predict the reactants needed to synthesize it. The reactants are: [N:1]1[CH:6]=[CH:5][CH:4]=[CH:3][C:2]=1[CH:7]([O:9][C:10]1[CH:18]=[CH:17][C:13]([C:14](O)=[O:15])=[CH:12][CH:11]=1)[CH3:8].O=S(Cl)[Cl:21].